Regression. Given a peptide amino acid sequence and an MHC pseudo amino acid sequence, predict their binding affinity value. This is MHC class I binding data. From a dataset of Peptide-MHC class I binding affinity with 185,985 pairs from IEDB/IMGT. (1) The peptide sequence is GHGTVVLEL. The MHC is HLA-B57:01 with pseudo-sequence HLA-B57:01. The binding affinity (normalized) is 0.0847. (2) The peptide sequence is APRRRDEEL. The MHC is HLA-A02:01 with pseudo-sequence HLA-A02:01. The binding affinity (normalized) is 0.0847. (3) The peptide sequence is VVIFILLMLV. The MHC is HLA-A68:02 with pseudo-sequence HLA-A68:02. The binding affinity (normalized) is 0.386. (4) The peptide sequence is VNPTLLFL. The MHC is Mamu-A01 with pseudo-sequence Mamu-A01. The binding affinity (normalized) is 0.434. (5) The peptide sequence is LQRFSVAPM. The MHC is HLA-A01:01 with pseudo-sequence HLA-A01:01. The binding affinity (normalized) is 0.0847.